This data is from TCR-epitope binding with 47,182 pairs between 192 epitopes and 23,139 TCRs. The task is: Binary Classification. Given a T-cell receptor sequence (or CDR3 region) and an epitope sequence, predict whether binding occurs between them. (1) Result: 1 (the TCR binds to the epitope). The TCR CDR3 sequence is CASESWTDYEQYF. The epitope is FIAGLIAIV. (2) The epitope is IQYIDIGNY. The TCR CDR3 sequence is CASSERLADNEQFF. Result: 1 (the TCR binds to the epitope).